From a dataset of Reaction yield outcomes from USPTO patents with 853,638 reactions. Predict the reaction yield, written as a fraction of the theoretical maximum amount of product (1.0 means a 100% yield; for example, 0.34 means a 34% yield). (1) The reactants are CC1C=C(OS(C2C=CC=CC=2S(N2CCC(N3CCCC3)CC2)(=O)=O)(=O)=O)C=C(C=1)O[N:8](OCCC)[C:9](N)=[NH:10].[CH3:41][C:42]1[CH:43]=[C:44]([O:54][S:55]([C:58]2[CH:63]=[CH:62][CH:61]=[CH:60][C:59]=2[S:64]([N:67]2[CH2:72][CH2:71][CH:70]([N:73]3[CH2:77][CH2:76][CH2:75][CH2:74]3)[CH2:69][CH2:68]2)(=[O:66])=[O:65])(=[O:57])=[O:56])[CH:45]=[C:46]([CH:53]=1)[O:47][CH2:48][CH2:49][CH2:50][O:51][NH2:52].Cl.CO.C(C(=CC1C=CC(O)=CC=1)C(O)=O)#N. No catalyst specified. The product is [CH3:41][C:42]1[CH:43]=[C:44]([O:54][S:55]([C:58]2[CH:63]=[CH:62][CH:61]=[CH:60][C:59]=2[S:64]([N:67]2[CH2:68][CH2:69][CH:70]([N:73]3[CH2:77][CH2:76][CH2:75][CH2:74]3)[CH2:71][CH2:72]2)(=[O:66])=[O:65])(=[O:57])=[O:56])[CH:45]=[C:46]([CH:53]=1)[O:47][CH2:48][CH2:49][CH2:50][O:51][NH:52][C:9]([NH2:10])=[NH:8]. The yield is 0.760. (2) The reactants are Br[C:2]1[C:7]2[CH:8]=[CH:9][O:10][C:6]=2[C:5]([F:11])=[CH:4][CH:3]=1.CC1(C)C(C)(C)OB([C:20]2[CH2:25][CH2:24][N:23]([C:26]([O:28][C:29]([CH3:32])([CH3:31])[CH3:30])=[O:27])[CH2:22][CH:21]=2)O1.C(=O)([O-])[O-].[Na+].[Na+].C1(P(C2C=CC=CC=2)C2C=CC=CC=2)C=CC=CC=1. The catalyst is COCCOC.C([O-])(=O)C.[Pd+2].C([O-])(=O)C.O. The product is [C:29]([O:28][C:26]([N:23]1[CH2:22][CH:21]=[C:20]([C:2]2[C:7]3[CH:8]=[CH:9][O:10][C:6]=3[C:5]([F:11])=[CH:4][CH:3]=2)[CH2:25][CH2:24]1)=[O:27])([CH3:32])([CH3:30])[CH3:31]. The yield is 0.910. (3) The reactants are Cl[C:2]([O:4][CH2:5][C:6]1[CH:11]=[CH:10][CH:9]=[CH:8][CH:7]=1)=[O:3].[CH3:12][NH:13][CH2:14][CH2:15][OH:16]. The catalyst is C1COCC1.C(=O)([O-])[O-].[Na+].[Na+]. The product is [CH2:5]([O:4][C:2]([N:13]([CH2:14][CH2:15][OH:16])[CH3:12])=[O:3])[C:6]1[CH:11]=[CH:10][CH:9]=[CH:8][CH:7]=1. The yield is 0.970. (4) The reactants are [Br:1][C:2]1[S:6][C:5]([NH:7][C:8](=O)OC(C)(C)C)=[N:4][CH:3]=1.C([O-])([O-])=O.[Cs+].[Cs+].[F:21][C:22]([F:43])([F:42])[C:23]1[N:24]=[CH:25][N:26]([CH2:28][C@H:29]2COS(=O)[N:30]2[C:35]([O:37][C:38]([CH3:41])([CH3:40])[CH3:39])=[O:36])[CH:27]=1. The catalyst is CN(C=O)C. The product is [Br:1][C:2]1[S:6][C:5]([NH:7][CH2:8][C@@H:29]([NH:30][C:35](=[O:36])[O:37][C:38]([CH3:40])([CH3:39])[CH3:41])[CH2:28][N:26]2[CH:27]=[C:23]([C:22]([F:42])([F:21])[F:43])[N:24]=[CH:25]2)=[N:4][CH:3]=1. The yield is 0.670. (5) The reactants are [CH2:1]([O:8][C:9]([N:11]1[CH2:16][CH2:15][CH2:14][CH:13]([C:17]2[O:18][C:19]3[C:25]([C:26](OC)=[O:27])=[CH:24][CH:23]=[CH:22][C:20]=3[N:21]=2)[CH2:12]1)=[O:10])[C:2]1[CH:7]=[CH:6][CH:5]=[CH:4][CH:3]=1.[NH3:30]. The catalyst is CO. The product is [C:26]([C:25]1[C:19]2[O:18][C:17]([CH:13]3[CH2:14][CH2:15][CH2:16][N:11]([C:9]([O:8][CH2:1][C:2]4[CH:3]=[CH:4][CH:5]=[CH:6][CH:7]=4)=[O:10])[CH2:12]3)=[N:21][C:20]=2[CH:22]=[CH:23][CH:24]=1)(=[O:27])[NH2:30]. The yield is 0.570.